This data is from Catalyst prediction with 721,799 reactions and 888 catalyst types from USPTO. The task is: Predict which catalyst facilitates the given reaction. (1) Reactant: I[C:2]1[C:10]2[C:5](=[N:6][CH:7]=[N:8][C:9]=2[NH2:11])[N:4]([CH:12]2[CH2:17][CH2:16][CH2:15][N:14]([CH3:18])[CH2:13]2)[N:3]=1.[CH3:19][C:20]1[CH:21]=[C:22]([CH3:45])[C:23]2[O:27][C:26]([NH:28][C:29]3[CH:34]=[CH:33][C:32](B4OC(C)(C)C(C)(C)O4)=[CH:31][CH:30]=3)=[N:25][C:24]=2[CH:44]=1.C(=O)([O-])[O-].[Na+].[Na+]. Product: [NH2:11][C:9]1[N:8]=[CH:7][N:6]=[C:5]2[N:4]([CH:12]3[CH2:17][CH2:16][CH2:15][N:14]([CH3:18])[CH2:13]3)[N:3]=[C:2]([C:32]3[CH:31]=[CH:30][C:29]([NH:28][C:26]4[O:27][C:23]5[C:22]([CH3:45])=[CH:21][C:20]([CH3:19])=[CH:44][C:24]=5[N:25]=4)=[CH:34][CH:33]=3)[C:10]=12. The catalyst class is: 659. (2) Reactant: [CH2:1]([N+:8]1[C:16]2[C:11](=[CH:12][C:13]([S:17]([O-:20])(=[O:19])=[O:18])=[CH:14][CH:15]=2)[C:10]([CH3:29])([CH2:21][CH2:22][CH2:23][CH2:24][S:25]([OH:28])(=[O:27])=[O:26])[C:9]=1[CH3:30])[C:2]1[CH:7]=[CH:6][CH:5]=[CH:4][CH:3]=1.[C:31]([CH2:34][CH2:35][CH2:36][CH2:37][CH2:38][N+:39]1[C:47]2[C:42](=[CH:43][C:44]([S:48]([O-:51])(=[O:50])=[O:49])=[CH:45][CH:46]=2)[C:41]([CH3:60])([CH2:52][CH2:53][CH2:54][CH2:55][S:56]([OH:59])(=[O:58])=[O:57])[C:40]=1[CH3:61])([OH:33])=[O:32].C(O)(=O)C.N1C=C[CH:69]=[CH:68][CH:67]=1.C(OC(=O)C)(=O)C. Product: [CH2:1]([N+:8]1[C:16]2[C:11](=[CH:12][C:13]([S:17]([O-:20])(=[O:18])=[O:19])=[CH:14][CH:15]=2)[C:10]([CH3:29])([CH2:21][CH2:22][CH2:23][CH2:24][S:25]([OH:28])(=[O:27])=[O:26])[C:9]=1/[CH:30]=[CH:69]/[CH:68]=[CH:67]/[CH:61]=[C:40]1/[N:39]([CH2:38][CH2:37][CH2:36][CH2:35][CH2:34][C:31]([OH:33])=[O:32])[C:47]2[C:42]([C:41]/1([CH3:60])[CH2:52][CH2:53][CH2:54][CH2:55][S:56]([OH:59])(=[O:57])=[O:58])=[CH:43][C:44]([S:48]([OH:51])(=[O:50])=[O:49])=[CH:45][CH:46]=2)[C:2]1[CH:3]=[CH:4][CH:5]=[CH:6][CH:7]=1. The catalyst class is: 6. (3) Reactant: [Cl:1][C:2]1[CH:18]=[CH:17][C:5]2[CH2:6][CH2:7][N:8]([C:11](=[O:16])[C:12]([F:15])([F:14])[F:13])[CH2:9][CH2:10][C:4]=2[C:3]=1OS(C(F)(F)F)(=O)=O.C1C=CC(P(C2C(C3C(P(C4C=CC=CC=4)C4C=CC=CC=4)=CC=C4C=3C=CC=C4)=C3C(C=CC=C3)=CC=2)C2C=CC=CC=2)=CC=1.[CH:73]1([C:79]([C:81]2[CH:88]=[CH:87][C:84]([CH2:85][NH2:86])=[CH:83][CH:82]=2)=[O:80])[CH2:78][CH2:77][CH2:76][CH2:75][CH2:74]1.C(=O)([O-])[O-].[Cs+].[Cs+]. Product: [Cl:1][C:2]1[CH:18]=[CH:17][C:5]2[CH2:6][CH2:7][N:8]([C:11](=[O:16])[C:12]([F:15])([F:14])[F:13])[CH2:9][CH2:10][C:4]=2[C:3]=1[NH:86][CH2:85][C:84]1[CH:87]=[CH:88][C:81]([C:79]([CH:73]2[CH2:78][CH2:77][CH2:76][CH2:75][CH2:74]2)=[O:80])=[CH:82][CH:83]=1. The catalyst class is: 101. (4) Reactant: [CH3:1][C:2]1[CH:7]=[C:6]([CH3:8])[N:5]=[C:4]([N:9]2[CH2:16][CH:15]3[CH:11]([CH2:12][NH:13][CH2:14]3)[CH2:10]2)[N:3]=1.[F:17][C:18]1[C:19]([C:27]2[N:32]=[CH:31][CH:30]=[CH:29][N:28]=2)=[C:20]([CH:24]=[CH:25][CH:26]=1)[C:21](O)=[O:22].CN(C(ON1N=NC2C=CC=NC1=2)=[N+](C)C)C.F[P-](F)(F)(F)(F)F. Product: [CH3:1][C:2]1[CH:7]=[C:6]([CH3:8])[N:5]=[C:4]([N:9]2[CH2:16][CH:15]3[CH:11]([CH2:12][N:13]([C:21]([C:20]4[CH:24]=[CH:25][CH:26]=[C:18]([F:17])[C:19]=4[C:27]4[N:28]=[CH:29][CH:30]=[CH:31][N:32]=4)=[O:22])[CH2:14]3)[CH2:10]2)[N:3]=1. The catalyst class is: 31. (5) The catalyst class is: 3. Reactant: [H-].[Li+].[CH3:3][O:4][C:5]([C:7]1[CH:12]=[CH:11][NH:10][C:9](=[O:13])[CH:8]=1)=[O:6].I[CH2:15][CH:16]([CH3:18])[CH3:17].Cl. Product: [CH3:3][O:4][C:5]([C:7]1[CH:12]=[CH:11][N:10]([CH2:15][CH:16]([CH3:18])[CH3:17])[C:9](=[O:13])[CH:8]=1)=[O:6]. (6) Reactant: [CH2:1]([N:8]1[N:12]=[C:11]([CH:13]2[CH2:18][CH2:17][N:16]([C:19]3[CH:24]=[CH:23][C:22]([N+:25]([O-])=O)=[CH:21][C:20]=3[F:28])[CH2:15][CH2:14]2)[O:10][C:9]1=[O:29])[C:2]1[CH:7]=[CH:6][CH:5]=[CH:4][CH:3]=1.O.O.Cl[Sn]Cl. Product: [NH2:25][C:22]1[CH:23]=[CH:24][C:19]([N:16]2[CH2:15][CH2:14][CH:13]([C:11]3[O:10][C:9](=[O:29])[N:8]([CH2:1][C:2]4[CH:7]=[CH:6][CH:5]=[CH:4][CH:3]=4)[N:12]=3)[CH2:18][CH2:17]2)=[C:20]([F:28])[CH:21]=1. The catalyst class is: 5. (7) Product: [CH3:1][C:2]1([CH3:32])[CH2:7][O:6][CH2:5][CH2:4][N:3]1[C:8]([C:10]1[N:11]=[C:12]([C:26]2[CH:30]=[CH:29][N:28]([CH3:31])[CH:27]=2)[N:13]2[C:22]3[C:17](=[CH:18][C:19]([O:24][CH3:25])=[C:20]([O:23][S:42]([C:41]([F:54])([F:53])[F:40])(=[O:44])=[O:43])[CH:21]=3)[CH2:16][CH2:15][C:14]=12)=[O:9]. Reactant: [CH3:1][C:2]1([CH3:32])[CH2:7][O:6][CH2:5][CH2:4][N:3]1[C:8]([C:10]1[N:11]=[C:12]([C:26]2[CH:30]=[CH:29][N:28]([CH3:31])[CH:27]=2)[N:13]2[C:22]3[C:17](=[CH:18][C:19]([O:24][CH3:25])=[C:20]([OH:23])[CH:21]=3)[CH2:16][CH2:15][C:14]=12)=[O:9].C(N(CC)CC)C.[F:40][C:41]([F:54])([F:53])[S:42](O[S:42]([C:41]([F:54])([F:53])[F:40])(=[O:44])=[O:43])(=[O:44])=[O:43]. The catalyst class is: 2.